The task is: Predict which catalyst facilitates the given reaction.. This data is from Catalyst prediction with 721,799 reactions and 888 catalyst types from USPTO. (1) Reactant: [Si]([O:18][C@@H:19]([CH3:46])[C:20]([N:22]1[N:26]=[C:25]([C:27]2[CH:32]=[C:31]([F:33])[CH:30]=[CH:29][C:28]=2[F:34])[S:24][C@@:23]1([CH2:41][O:42][CH2:43][O:44][CH3:45])[C:35]1[CH:40]=[CH:39][CH:38]=[CH:37][CH:36]=1)=[O:21])(C(C)(C)C)(C1C=CC=CC=1)C1C=CC=CC=1.CCCC[N+](CCCC)(CCCC)CCCC.[F-].Cl. Product: [F:34][C:28]1[CH:29]=[CH:30][C:31]([F:33])=[CH:32][C:27]=1[C:25]1[S:24][C@@:23]([CH2:41][O:42][CH2:43][O:44][CH3:45])([C:35]2[CH:36]=[CH:37][CH:38]=[CH:39][CH:40]=2)[N:22]([C:20](=[O:21])[C@@H:19]([OH:18])[CH3:46])[N:26]=1. The catalyst class is: 1. (2) Reactant: [NH2:1][C:2]1[C:3]([C:19]([NH:21][C:22]2[C:27]([N:28]3[CH2:33][CH2:32][CH:31]([NH:34]C(=O)OC(C)(C)C)[CH2:30][CH2:29]3)=[CH:26][CH:25]=[CH:24][N:23]=2)=[O:20])=[N:4][C:5]([C:8]2[N:9]=[C:10]([N:13]3[CH2:18][CH2:17][O:16][CH2:15][CH2:14]3)[S:11][CH:12]=2)=[CH:6][N:7]=1.FC(F)(F)C(O)=O. Product: [NH2:1][C:2]1[C:3]([C:19]([NH:21][C:22]2[C:27]([N:28]3[CH2:29][CH2:30][CH:31]([NH2:34])[CH2:32][CH2:33]3)=[CH:26][CH:25]=[CH:24][N:23]=2)=[O:20])=[N:4][C:5]([C:8]2[N:9]=[C:10]([N:13]3[CH2:14][CH2:15][O:16][CH2:17][CH2:18]3)[S:11][CH:12]=2)=[CH:6][N:7]=1. The catalyst class is: 4. (3) Reactant: [C:1]1([N:7](C2C=CC=CC=2)[NH:8][C:9]([C:11]2[C:20]3[C:15](=[CH:16][CH:17]=[CH:18][CH:19]=3)[C:14](=[O:21])[N:13]([C:22]3[CH:27]=[CH:26][CH:25]=[CH:24][CH:23]=3)[C:12]=2[CH3:28])=[O:10])[CH:6]=[CH:5][CH:4]=[CH:3][CH:2]=1.Cl[C:36]([O:38][CH3:39])=[O:37]. Product: [CH3:39][O:38][C:36]([N:7]([C:1]1[CH:6]=[CH:5][CH:4]=[CH:3][CH:2]=1)[NH:8][C:9]([C:11]1[C:20]2[C:15](=[CH:16][CH:17]=[CH:18][CH:19]=2)[C:14](=[O:21])[N:13]([C:22]2[CH:27]=[CH:26][CH:25]=[CH:24][CH:23]=2)[C:12]=1[CH3:28])=[O:10])=[O:37]. The catalyst class is: 26. (4) Reactant: [H-].[Na+].Br.[N:4]1[C:8]2[C:9]3[C:14]([CH:15]=[CH:16][C:7]=2[S:6][C:5]=1[NH2:17])=[CH:13][CH:12]=[CH:11][CH:10]=3.Cl.[C:19](Cl)(=[O:26])[C:20]1[CH:25]=[CH:24][N:23]=[CH:22][CH:21]=1. Product: [N:4]1[C:8]2[C:9]3[C:14]([CH:15]=[CH:16][C:7]=2[S:6][C:5]=1[NH:17][C:19](=[O:26])[C:20]1[CH:25]=[CH:24][N:23]=[CH:22][CH:21]=1)=[CH:13][CH:12]=[CH:11][CH:10]=3. The catalyst class is: 7.